From a dataset of Reaction yield outcomes from USPTO patents with 853,638 reactions. Predict the reaction yield, written as a fraction of the theoretical maximum amount of product (1.0 means a 100% yield; for example, 0.34 means a 34% yield). The reactants are [C:1]([CH2:3][C:4]([NH:6][C:7]1[CH:12]=[CH:11][CH:10]=[CH:9][CH:8]=1)=[O:5])#[N:2].CO/[CH:15]=[CH:16]/[C:17](=O)[CH2:18][CH3:19].N12CCN(CC1)CC2.Cl. The catalyst is COCCOCCO. The product is [CH2:18]([C:17]1[N:6]([C:7]2[CH:12]=[CH:11][CH:10]=[CH:9][CH:8]=2)[C:4](=[O:5])[C:3]([C:1]#[N:2])=[CH:15][CH:16]=1)[CH3:19]. The yield is 0.270.